Predict the reaction yield, written as a fraction of the theoretical maximum amount of product (1.0 means a 100% yield; for example, 0.34 means a 34% yield). From a dataset of Reaction yield outcomes from USPTO patents with 853,638 reactions. The reactants are Br[CH2:2][CH2:3][C:4]1[S:5][CH:6]=[CH:7][C:8]=1[CH2:9]Br.[Cl:11][C:12]1[CH:19]=[CH:18][CH:17]=[CH:16][C:13]=1[CH2:14][NH2:15].C(N(C(C)C)CC)(C)C.CCCCCC. The catalyst is C(#N)C.C(OCC)(=O)C. The product is [Cl:11][C:12]1[CH:19]=[CH:18][CH:17]=[CH:16][C:13]=1[CH2:14][N:15]1[CH2:2][CH2:3][C:4]2[S:5][CH:6]=[CH:7][C:8]=2[CH2:9]1. The yield is 0.780.